Dataset: Catalyst prediction with 721,799 reactions and 888 catalyst types from USPTO. Task: Predict which catalyst facilitates the given reaction. (1) Reactant: [Cl:1][C:2]1[CH:3]=[C:4]([S:9][CH2:10][C:11]#[N:12])[CH:5]=[C:6]([Cl:8])[CH:7]=1.O.Cl.[OH-].[Na+]. Product: [Cl:8][C:6]1[CH:5]=[C:4]([S:9][CH2:10][CH2:11][NH2:12])[CH:3]=[C:2]([Cl:1])[CH:7]=1. The catalyst class is: 57. (2) Reactant: [NH2:1][C:2]1[C:7]([OH:8])=[C:6]([NH2:9])[N:5]=[C:4]([C:10]2[C:14]([CH3:15])=[C:13]([CH:16]3[CH2:18][CH2:17]3)[N:12]([CH2:19][C:20]3[C:25]([F:26])=[CH:24][C:23]([O:27][CH2:28][CH3:29])=[CH:22][C:21]=3[F:30])[N:11]=2)[N:3]=1.C(=O)([O-])[O-].[Cs+].[Cs+].Br[CH2:38][C:39]([O:41][C:42]([CH3:45])([CH3:44])[CH3:43])=[O:40]. Product: [NH2:1][C:2]1[C:7]([O:8][CH2:38][C:39]([O:41][C:42]([CH3:45])([CH3:44])[CH3:43])=[O:40])=[C:6]([NH2:9])[N:5]=[C:4]([C:10]2[C:14]([CH3:15])=[C:13]([CH:16]3[CH2:18][CH2:17]3)[N:12]([CH2:19][C:20]3[C:21]([F:30])=[CH:22][C:23]([O:27][CH2:28][CH3:29])=[CH:24][C:25]=3[F:26])[N:11]=2)[N:3]=1. The catalyst class is: 18. (3) Reactant: [OH:1][C:2]([CH3:8])([CH3:7])[C:3]([O:5][CH3:6])=[O:4].[H-].[Na+].I[CH3:12]. Product: [CH3:12][O:1][C:2]([CH3:8])([CH3:7])[C:3]([O:5][CH3:6])=[O:4]. The catalyst class is: 31. (4) Reactant: [CH2:1]([O:8][C:9]1[CH:14]=[C:13]([N+:15]([O-])=O)[CH:12]=[CH:11][C:10]=1[O:18][CH3:19])[C:2]1[CH:7]=[CH:6][CH:5]=[CH:4][CH:3]=1.CCOC(C)=O.O.O.Cl[Sn]Cl.C([O-])(O)=O.[Na+]. Product: [CH2:1]([O:8][C:9]1[CH:14]=[C:13]([NH2:15])[CH:12]=[CH:11][C:10]=1[O:18][CH3:19])[C:2]1[CH:3]=[CH:4][CH:5]=[CH:6][CH:7]=1. The catalyst class is: 88. (5) Reactant: CN1CCOCC1.[CH2:8]([O:15][C:16](=[O:31])[CH:17]([NH:23][C:24]([O:26][C:27]([CH3:30])([CH3:29])[CH3:28])=[O:25])[CH2:18][CH2:19][C:20]([OH:22])=O)[C:9]1[CH:14]=[CH:13][CH:12]=[CH:11][CH:10]=1.CN([C:35]([O:39][N:40]1N=NC2C=CC=N[C:41]1=2)=[N+](C)C)C.F[P-](F)(F)(F)(F)F.Cl.CNOC. Product: [CH2:8]([O:15][C:16](=[O:31])[CH:17]([NH:23][C:24]([O:26][C:27]([CH3:30])([CH3:29])[CH3:28])=[O:25])[CH2:18][CH2:19][C:20](=[O:22])[N:40]([O:39][CH3:35])[CH3:41])[C:9]1[CH:10]=[CH:11][CH:12]=[CH:13][CH:14]=1. The catalyst class is: 9. (6) Reactant: C(OC[N:9]1[C:13]2[N:14]=[C:15]([NH:28][C:29]3[CH:30]=[N:31][C:32]([N:35]([CH2:37][CH2:38][O:39][CH3:40])[CH3:36])=[CH:33][CH:34]=3)[N:16]=[C:17]([O:18][C:19]3[CH:24]=[CH:23][CH:22]=[C:21]([N+:25]([O-:27])=[O:26])[CH:20]=3)[C:12]=2[CH:11]=[CH:10]1)(=O)C(C)(C)C.CO.[OH-].[Na+].C1COCC1. Product: [CH3:40][O:39][CH2:38][CH2:37][N:35]([CH3:36])[C:32]1[CH:33]=[CH:34][C:29]([NH:28][C:15]2[N:16]=[C:17]([O:18][C:19]3[CH:24]=[CH:23][CH:22]=[C:21]([N+:25]([O-:27])=[O:26])[CH:20]=3)[C:12]3[CH:11]=[CH:10][NH:9][C:13]=3[N:14]=2)=[CH:30][N:31]=1. The catalyst class is: 6. (7) Reactant: [C:1]1(=O)[CH2:6][CH2:5][CH2:4][CH2:3][C:2]1=O.[CH:9]([C:12]1[CH:18]=[CH:17][CH:16]=[C:15]([CH:19]([CH3:21])[CH3:20])[C:13]=1[NH2:14])([CH3:11])[CH3:10].C(O)=O. Product: [CH:9]([C:1]1[CH:6]=[CH:5][CH:4]=[C:3]([CH:19]([CH3:21])[CH3:20])[C:2]=1[NH:14][C:13]1/[C:15](=[N:14]/[C:13]2[C:12]([CH:9]([CH3:11])[CH3:10])=[CH:18][CH:17]=[CH:16][C:15]=2[CH:19]([CH3:21])[CH3:20])/[CH2:16][CH2:17][CH2:18][CH:12]=1)([CH3:10])[CH3:11]. The catalyst class is: 5. (8) Reactant: [Br:1][C:2]1[CH:7]=[CH:6][C:5]([CH2:8][CH:9]=O)=[CH:4][CH:3]=1.[C:11]([CH:16]=P(C1C=CC=CC=1)(C1C=CC=CC=1)C1C=CC=CC=1)([O:13][CH2:14][CH3:15])=[O:12]. Product: [Br:1][C:2]1[CH:3]=[CH:4][C:5]([CH2:8][CH:9]=[CH:16][C:11]([O:13][CH2:14][CH3:15])=[O:12])=[CH:6][CH:7]=1. The catalyst class is: 2.